The task is: Predict the reactants needed to synthesize the given product.. This data is from Full USPTO retrosynthesis dataset with 1.9M reactions from patents (1976-2016). (1) The reactants are: [Cl:1][C:2]1[CH:7]=[CH:6][C:5]([OH:8])=[CH:4][N:3]=1.[CH3:9][N:10]([C:12]1[CH:13]=[C:14](B(O)O)[CH:15]=[CH:16][CH:17]=1)[CH3:11].C(N(CC)CC)C. Given the product [Cl:1][C:2]1[N:3]=[CH:4][C:5]([O:8][C:16]2[CH:17]=[C:12]([N:10]([CH3:11])[CH3:9])[CH:13]=[CH:14][CH:15]=2)=[CH:6][CH:7]=1, predict the reactants needed to synthesize it. (2) Given the product [CH2:11]([OH:12])[C@H:9]1[O:10][C@@H:2]([O:1][C@@H:19]([C@H:17]([OH:18])[C@H:15]([OH:16])[CH:14]=[O:13])[C@H:21]([OH:22])[CH2:23][OH:24])[C@H:3]([OH:4])[C@@H:5]([OH:6])[C@H:7]1[OH:8].[CH2:11]([OH:12])[C@H:9]1[O:10][C@@H:2]([O:1][C@H:19]2[C@H:17]([OH:18])[C@@:15]([OH:16])([CH2:14][OH:13])[O:22][C@@H:21]2[CH2:23][OH:24])[C@H:3]([OH:4])[C@@H:5]([OH:6])[C@H:7]1[OH:8].[OH2:1], predict the reactants needed to synthesize it. The reactants are: [O:1]=[CH:2][C@@H:3]([C@H:5]([C@@H:7]([C@@H:9]([CH2:11][OH:12])[OH:10])[OH:8])[OH:6])[OH:4].[O:13]=[CH:14][C@@H:15]([C@H:17]([C@H:19]([C@@H:21]([CH2:23][OH:24])[OH:22])O)[OH:18])[OH:16].O=C[C@H]([C@H]([C@@H]([C@@H](CO)O)O)O)O.O=C[C@H]([C@H]([C@H]([C@@H](CO)O)O)O)O.OCC([C@H]([C@@H]([C@@H](CO)O)O)O)=O.OCC([C@H]([C@H]([C@@H](CO)O)O)O)=O.C(O)[C@H]1O[C@H](O[C@H]2[C@H](O)[C@@H](O)[C@H](O)O[C@@H]2CO)[C@H](O)[C@@H](O)[C@@H]1O.C(O)[C@H]1O[C@@H](O[C@H]2[C@H](O)[C@@H](O)[C@H](O)O[C@@H]2CO)[C@H](O)[C@@H](O)[C@@H]1O.OC1O[C@H](CO)[C@@H](O[C@@H]2O[C@H](CO)[C@H](O)[C@H](O)[C@H]2O)[C@H](O)[C@H]1O.C(O)[C@H]1O[C@H](O[C@H]2[C@H](O)[C@@H](O)[C@@H](O[C@H]3[C@H](O)[C@@H](O)[C@@H](O)O[C@@H]3CO)O[C@@H]2CO)[C@H](O)[C@@H](O)[C@@H]1O.C([O-])(=O)C. (3) Given the product [F:36][C:33]1[CH:34]=[N:35][C:28]2[N:27]([C:37]3[CH:38]=[C:39]([C:43]4[CH:48]=[CH:47][C:46]([CH2:59][N:53]5[CH2:54][CH2:55][NH:56][CH2:57][CH2:58]5)=[CH:45][CH:44]=4)[CH:40]=[CH:41][CH:42]=3)[C:26](=[O:51])[N:25]([C@H:22]3[CH2:21][CH2:20][C@@H:19]([NH:7][CH2:8][C:9]4[N:10]=[C:11]5[CH:16]=[CH:15][C:14]([F:17])=[CH:13][N:12]5[CH:18]=4)[CH2:24][CH2:23]3)[C:30](=[O:31])[C:29]=2[CH:32]=1, predict the reactants needed to synthesize it. The reactants are: C(OC(=O)[N:7]([C@H:19]1[CH2:24][CH2:23][C@@H:22]([N:25]2[C:30](=[O:31])[C:29]3[CH:32]=[C:33]([F:36])[CH:34]=[N:35][C:28]=3[N:27]([C:37]3[CH:38]=[C:39]([C:43]4[CH:48]=[CH:47][C:46](C=O)=[CH:45][CH:44]=4)[CH:40]=[CH:41][CH:42]=3)[C:26]2=[O:51])[CH2:21][CH2:20]1)[CH2:8][C:9]1[N:10]=[C:11]2[CH:16]=[CH:15][C:14]([F:17])=[CH:13][N:12]2[CH:18]=1)(C)(C)C.[N:53]1([C:59](OC(C)(C)C)=O)[CH2:58][CH2:57][NH:56][CH2:55][CH2:54]1.C(O[BH-](OC(=O)C)OC(=O)C)(=O)C.[Na+].CO. (4) Given the product [CH:2]([O:5][C:6]1[CH:7]=[C:8]([C@@H:12]([NH:14][C:44]([C:40]2[CH:39]=[C:38]3[C:43](=[CH:42][CH:41]=2)[N:35]([CH2:34][C:31]2[CH:30]=[CH:29][C:28]([C:23]4[C:22]([C:20]([OH:21])=[O:19])=[CH:27][CH:26]=[CH:25][CH:24]=4)=[CH:33][CH:32]=2)[C:36]([CH3:48])=[C:37]3[CH3:47])=[O:45])[CH3:13])[CH:9]=[CH:10][CH:11]=1)([CH3:4])[CH3:3], predict the reactants needed to synthesize it. The reactants are: [Cl-].[CH:2]([O:5][C:6]1[CH:7]=[C:8]([C@@H:12]([NH3+:14])[CH3:13])[CH:9]=[CH:10][CH:11]=1)([CH3:4])[CH3:3].C([O:19][C:20]([C:22]1[CH:27]=[CH:26][CH:25]=[CH:24][C:23]=1[C:28]1[CH:33]=[CH:32][C:31]([CH2:34][N:35]2[C:43]3[C:38](=[CH:39][C:40]([C:44](O)=[O:45])=[CH:41][CH:42]=3)[C:37]([CH3:47])=[C:36]2[CH3:48])=[CH:30][CH:29]=1)=[O:21])(C)(C)C. (5) Given the product [NH2:1][C:4]1[CH:5]=[CH:6][CH:7]=[C:8]2[C:12]=1[NH:11][C:10]([C:13]1[S:14][CH2:15][C@@H:16]([CH2:18][O:19][C:20](=[O:25])[C:21]([CH3:23])([CH3:22])[CH3:24])[N:17]=1)=[CH:9]2, predict the reactants needed to synthesize it. The reactants are: [N+:1]([C:4]1[CH:5]=[CH:6][CH:7]=[C:8]2[C:12]=1[NH:11][C:10]([C:13]1[S:14][CH2:15][C@@H:16]([CH2:18][O:19][C:20](=[O:25])[C:21]([CH3:24])([CH3:23])[CH3:22])[N:17]=1)=[CH:9]2)([O-])=O.[Cl-].[NH4+]. (6) Given the product [C:21]1([C:11]2([CH2:14][N:15]3[CH2:20][CH2:19][CH2:18][CH2:17][CH2:16]3)[CH2:10][CH2:9][NH:8][CH2:13][CH2:12]2)[CH:26]=[CH:25][CH:24]=[CH:23][CH:22]=1, predict the reactants needed to synthesize it. The reactants are: C([N:8]1[CH2:13][CH2:12][C:11]([C:21]2[CH:26]=[CH:25][CH:24]=[CH:23][CH:22]=2)([CH2:14][N:15]2[CH2:20][CH2:19][CH2:18][CH2:17][CH2:16]2)[CH2:10][CH2:9]1)C1C=CC=CC=1. (7) Given the product [CH3:23][O:16][C:15]([C:8]1[C:7]2[CH:6]=[CH:5][N:4]([CH:1]([CH3:3])[CH3:2])[C:12]=2[CH:11]=[C:10]([O:13][CH3:14])[CH:9]=1)=[O:17], predict the reactants needed to synthesize it. The reactants are: [CH:1]([N:4]1[C:12]2[CH:11]=[C:10]([O:13][CH3:14])[CH:9]=[C:8]([C:15]([OH:17])=[O:16])[C:7]=2[CH:6]=[CH:5]1)([CH3:3])[CH3:2].OS(O)(=O)=O.[CH3:23]O. (8) Given the product [CH3:1][C:2]1([CH3:12])[CH2:7][CH2:6][CH2:5][C:4]([CH3:11])([CH2:9][CH3:10])[NH:3]1, predict the reactants needed to synthesize it. The reactants are: [CH3:1][C:2]1([CH3:12])[CH2:7][C:6](=O)[CH2:5][C:4]([CH3:11])([CH2:9][CH3:10])[NH:3]1.[OH-].[K+]. (9) Given the product [CH3:1][O:2][C:3]1[C:8]([O:9][CH3:10])=[CH:7][CH:6]=[CH:5][C:4]=1[C@@H:11]([CH:13]1[CH2:14][CH2:15][N:16]([CH2:19][CH2:20][C:21]2[CH:26]=[CH:25][C:24]([F:27])=[CH:23][CH:22]=2)[CH2:17][CH2:18]1)[OH:12], predict the reactants needed to synthesize it. The reactants are: [CH3:1][O:2][C:3]1[C:8]([O:9][CH3:10])=[CH:7][CH:6]=[CH:5][C:4]=1[CH:11]([CH:13]1[CH2:18][CH2:17][N:16]([CH2:19][CH2:20][C:21]2[CH:26]=[CH:25][C:24]([F:27])=[CH:23][CH:22]=2)[CH2:15][CH2:14]1)[OH:12]. (10) Given the product [F:25][C:26]1[CH:34]=[C:33]2[C:29]([C:30]([C:35]3[CH2:36][CH2:37][N:38]([CH2:12][C@H:13]4[CH2:22][CH2:21][C:20]5[C:15](=[C:16]([O:23][CH3:24])[CH:17]=[CH:18][CH:19]=5)[O:14]4)[CH2:39][CH:40]=3)=[CH:31][NH:32]2)=[CH:28][CH:27]=1, predict the reactants needed to synthesize it. The reactants are: CC1C=CC(S(O[CH2:12][C@H:13]2[CH2:22][CH2:21][C:20]3[C:15](=[C:16]([O:23][CH3:24])[CH:17]=[CH:18][CH:19]=3)[O:14]2)(=O)=O)=CC=1.[F:25][C:26]1[CH:34]=[C:33]2[C:29]([C:30]([C:35]3[CH2:36][CH2:37][NH:38][CH2:39][CH:40]=3)=[CH:31][NH:32]2)=[CH:28][CH:27]=1.